From a dataset of Reaction yield outcomes from USPTO patents with 853,638 reactions. Predict the reaction yield, written as a fraction of the theoretical maximum amount of product (1.0 means a 100% yield; for example, 0.34 means a 34% yield). (1) The reactants are C([O:8][C:9](=[O:51])[CH2:10][C@@H:11]([N:34]1[CH:38]=[CH:37][C:36]([C:39]2[CH:44]=[CH:43][C:42]([C:45]3[CH:50]=[CH:49][N:48]=[CH:47][CH:46]=3)=[CH:41][CH:40]=2)=[CH:35]1)[C:12]([NH:14][C@H:15]1[CH2:31][C:30]2=[CH:32][N:23]([C:24]3[C:29]2=[CH:28][CH:27]=[CH:26][CH:25]=3)[CH2:22][CH2:21][O:20][CH2:19][CH2:18][NH:17][C:16]1=[O:33])=[O:13])C1C=CC=CC=1.C(O)=O.CC(O)=O. The catalyst is CCOC(C)=O.CCO.C1COCC1.[Pd]. The product is [O:33]=[C:16]1[C@@H:15]([NH:14][C:12](=[O:13])[C@H:11]([N:34]2[CH:38]=[CH:37][C:36]([C:39]3[CH:44]=[CH:43][C:42]([C:45]4[CH:46]=[CH:47][N:48]=[CH:49][CH:50]=4)=[CH:41][CH:40]=3)=[CH:35]2)[CH2:10][C:9]([OH:51])=[O:8])[CH2:31][C:30]2=[CH:32][N:23]([C:24]3[C:29]2=[CH:28][CH:27]=[CH:26][CH:25]=3)[CH2:22][CH2:21][O:20][CH2:19][CH2:18][NH:17]1. The yield is 0.460. (2) The reactants are [N+:1]([C:4]1[CH:5]=[C:6]([CH:9]=[C:10]([N+:12]([O-])=O)[CH:11]=1)[CH2:7][OH:8])([O-:3])=[O:2].[NH4+]=S. The catalyst is CO. The product is [NH2:12][C:10]1[CH:9]=[C:6]([CH:5]=[C:4]([N+:1]([O-:3])=[O:2])[CH:11]=1)[CH2:7][OH:8]. The yield is 0.880. (3) The reactants are [CH:1]([N:3]([C:14]1[CH:19]=[C:18]([CH3:20])[CH:17]=[CH:16][C:15]=1[CH2:21][CH2:22][CH:23]([CH3:25])[CH3:24])[C:4]1[S:5][CH:6]=[C:7]([C:9]([O:11]CC)=[O:10])[N:8]=1)=[CH2:2].[OH-].[Na+].Cl. The catalyst is CCO.O. The product is [CH:1]([N:3]([C:14]1[CH:19]=[C:18]([CH3:20])[CH:17]=[CH:16][C:15]=1[CH2:21][CH2:22][CH:23]([CH3:25])[CH3:24])[C:4]1[S:5][CH:6]=[C:7]([C:9]([OH:11])=[O:10])[N:8]=1)=[CH2:2]. The yield is 0.370. (4) The reactants are [F:1][C:2]([F:11])([F:10])[C:3]1[CH:8]=[N:7][NH:6][C:5](=O)[CH:4]=1.O=P(Cl)(Cl)[Cl:14]. The catalyst is O1CCOCC1. The product is [Cl:14][C:5]1[N:6]=[N:7][CH:8]=[C:3]([C:2]([F:11])([F:10])[F:1])[CH:4]=1. The yield is 0.140. (5) The reactants are NCC(C1NC2C(C=1)=CC=CN=2)OC1CCCCO1.[CH3:20][O:21][C:22]1[CH:30]=[CH:29][N:28]=[C:27]2[C:23]=1[CH:24]=[C:25]([CH:31]([O:44][CH:45]1[CH2:50][CH2:49][CH2:48][CH2:47][O:46]1)[CH2:32][N:33]1C(=O)C3=CC=CC=C3C1=O)[NH:26]2.NN.O. The catalyst is CCO. The product is [NH2:33][CH2:32][CH:31]([C:25]1[NH:26][C:27]2[C:23]([CH:24]=1)=[C:22]([O:21][CH3:20])[CH:30]=[CH:29][N:28]=2)[O:44][CH:45]1[CH2:50][CH2:49][CH2:48][CH2:47][O:46]1. The yield is 0.950. (6) The reactants are C1C(=O)N([Br:8])C(=O)C1.[CH2:9]([CH:11]([CH2:29][CH2:30][CH2:31][CH3:32])[CH2:12][O:13][C:14]1[CH:19]=[CH:18][CH:17]=[CH:16][C:15]=1[O:20][CH2:21][CH:22]([CH2:27][CH3:28])[CH2:23][CH2:24][CH2:25][CH3:26])[CH3:10].CN(C=O)C. The catalyst is O. The product is [Br:8][C:18]1[CH:17]=[CH:16][C:15]([O:20][CH2:21][CH:22]([CH2:27][CH3:28])[CH2:23][CH2:24][CH2:25][CH3:26])=[C:14]([O:13][CH2:12][CH:11]([CH2:9][CH3:10])[CH2:29][CH2:30][CH2:31][CH3:32])[CH:19]=1. The yield is 0.960. (7) The reactants are CO[C:3]1[CH:4]=[C:5]([C:8]([NH:10][CH2:11][CH2:12][O:13][C:14]2[CH:42]=[CH:41][CH:40]=[CH:39][C:15]=2[C:16]([NH:18][C:19]2[CH:35]=[C:34]([N+:36]([O-])=O)[CH:33]=[CH:32][C:20]=2[C:21]([NH:23][C:24]2[CH:29]=[CH:28][C:27]([O:30][CH3:31])=[CH:26][CH:25]=2)=[O:22])=[O:17])=[O:9])[S:6][CH:7]=1.[BH4-].[Na+].[CH3:45][OH:46]. The catalyst is C1COCC1.O.O.O.O.C([O-])(=O)C.[Ni+2].C([O-])(=O)C. The product is [NH2:36][C:34]1[CH:33]=[CH:32][C:20]([C:21]([NH:23][C:24]2[CH:25]=[CH:26][C:27]([O:30][CH3:31])=[CH:28][CH:29]=2)=[O:22])=[C:19]([NH:18][C:16](=[O:17])[C:15]2[CH:39]=[CH:40][C:41]([O:46][CH3:45])=[CH:42][C:14]=2[O:13][CH2:12][CH2:11][NH:10][C:8]([C:5]2[S:6][CH:7]=[CH:3][CH:4]=2)=[O:9])[CH:35]=1. The yield is 0.810.